From a dataset of Reaction yield outcomes from USPTO patents with 853,638 reactions. Predict the reaction yield, written as a fraction of the theoretical maximum amount of product (1.0 means a 100% yield; for example, 0.34 means a 34% yield). The product is [CH3:1][O:2][C:3](=[O:64])[NH:4][CH:5]([C:9]([N:11]1[CH2:15][CH2:14][CH2:13][CH:12]1[C:16]1[NH:17][C:18]([C:21]2[CH:30]=[CH:29][C:28]3[C:23](=[CH:24][CH:25]=[C:26]([C:31]4[CH:36]=[CH:35][C:34]([C:37]5[NH:38][C:39]([CH:42]6[CH2:46][CH2:45][CH2:44][N:43]6[C:47](=[O:63])[CH:48]([C:49]6[CH:54]=[CH:53][CH:52]=[CH:51][C:50]=6[F:65])[NH:55][C:56]([O:58][CH3:59])=[O:57])=[N:40][CH:41]=5)=[CH:33][CH:32]=4)[CH:27]=3)[CH:22]=2)=[CH:19][N:20]=1)=[O:10])[CH:6]([CH3:8])[CH3:7]. The yield is 0.0800. No catalyst specified. The reactants are [CH3:1][O:2][C:3](=[O:64])[NH:4][CH:5]([C:9]([N:11]1[CH2:15][CH2:14][CH2:13][CH:12]1[C:16]1[NH:17][C:18]([C:21]2[CH:30]=[CH:29][C:28]3[C:23](=[CH:24][CH:25]=[C:26]([C:31]4[CH:36]=[CH:35][C:34]([C:37]5[NH:38][C:39]([CH:42]6[CH2:46][CH2:45][CH2:44][N:43]6[C:47](=[O:63])[CH:48]([NH:55][C:56]([O:58][C:59](C)(C)C)=[O:57])[C:49]6[CH:54]=[CH:53][CH:52]=[CH:51][CH:50]=6)=[N:40][CH:41]=5)=[CH:33][CH:32]=4)[CH:27]=3)[CH:22]=2)=[CH:19][N:20]=1)=[O:10])[CH:6]([CH3:8])[CH3:7].[F:65]C1C=CC=CC=1C(NC(OC)=O)C(O)=O.